This data is from Full USPTO retrosynthesis dataset with 1.9M reactions from patents (1976-2016). The task is: Predict the reactants needed to synthesize the given product. (1) The reactants are: [Cl-].O[NH3+:3].[C:4](=[O:7])([O-])[OH:5].[Na+].CS(C)=O.[CH2:13]([C:15]1[N:16]=[C:17]([CH2:46][CH2:47][CH3:48])[N:18]([CH2:31][C:32]2[CH:37]=[CH:36][C:35]([C:38]3[C:39]([C:44]#[N:45])=[CH:40][CH:41]=[CH:42][CH:43]=3)=[CH:34][CH:33]=2)[C:19](=[O:30])[C:20]=1[O:21][C:22]1[CH:27]=[CH:26][CH:25]=[C:24]([CH2:28][CH3:29])[CH:23]=1)[CH3:14]. Given the product [CH2:13]([C:15]1[N:16]=[C:17]([CH2:46][CH2:47][CH3:48])[N:18]([CH2:31][C:32]2[CH:37]=[CH:36][C:35]([C:38]3[CH:43]=[CH:42][CH:41]=[CH:40][C:39]=3[C:44]3[NH:3][C:4](=[O:7])[O:5][N:45]=3)=[CH:34][CH:33]=2)[C:19](=[O:30])[C:20]=1[O:21][C:22]1[CH:27]=[CH:26][CH:25]=[C:24]([CH2:28][CH3:29])[CH:23]=1)[CH3:14], predict the reactants needed to synthesize it. (2) Given the product [C:13]([O:12][C:11]([N:10]([CH2:18][C:19]1[CH:24]=[CH:23][C:22]([O:25][CH3:26])=[CH:21][CH:20]=1)[C:4]1[C:3]([Cl:27])=[C:2]([CH:38]2[CH2:37][N:36]([C:34]([O:33][C:29]([CH3:32])([CH3:31])[CH3:30])=[O:35])[CH2:39]2)[CH:7]=[C:6]([C:8]#[N:9])[CH:5]=1)=[O:17])([CH3:16])([CH3:15])[CH3:14], predict the reactants needed to synthesize it. The reactants are: Br[C:2]1[C:3]([Cl:27])=[C:4]([N:10]([CH2:18][C:19]2[CH:24]=[CH:23][C:22]([O:25][CH3:26])=[CH:21][CH:20]=2)[C:11](=[O:17])[O:12][C:13]([CH3:16])([CH3:15])[CH3:14])[CH:5]=[C:6]([C:8]#[N:9])[CH:7]=1.[I-].[C:29]([O:33][C:34]([N:36]1[CH2:39][CH:38]([Zn+])[CH2:37]1)=[O:35])([CH3:32])([CH3:31])[CH3:30]. (3) Given the product [F:3][C:4]([F:10])([CH:7]([F:9])[F:8])[CH2:5][O:6][C:12]1[CH:19]=[CH:18][C:15]([CH:16]=[O:17])=[CH:14][CH:13]=1, predict the reactants needed to synthesize it. The reactants are: [H-].[Na+].[F:3][C:4]([F:10])([CH:7]([F:9])[F:8])[CH2:5][OH:6].F[C:12]1[CH:19]=[CH:18][C:15]([CH:16]=[O:17])=[CH:14][CH:13]=1.C(=O)(O)[O-].[Na+]. (4) Given the product [F:7][C:8]1[CH:9]=[C:10]([CH2:11][OH:12])[CH:14]=[C:15]([C:17]2[CH:22]=[CH:21][C:20]([O:23][CH3:24])=[CH:19][N:18]=2)[CH:16]=1, predict the reactants needed to synthesize it. The reactants are: [H-].[Al+3].[Li+].[H-].[H-].[H-].[F:7][C:8]1[CH:9]=[C:10]([CH:14]=[C:15]([C:17]2[CH:22]=[CH:21][C:20]([O:23][CH3:24])=[CH:19][N:18]=2)[CH:16]=1)[C:11](O)=[O:12].C1COCC1. (5) Given the product [CH3:34][N:33]([CH3:35])[C:31]([CH2:30][NH:29][C:20]([C:18]1[CH:17]=[CH:16][C:13]2[N:14]([CH3:15])[C:10]([NH:9][C:7]3[S:8][C:4]4[CH:3]=[C:2]([Cl:1])[CH:24]=[CH:23][C:5]=4[N:6]=3)=[N:11][C:12]=2[CH:19]=1)=[O:21])=[O:32], predict the reactants needed to synthesize it. The reactants are: [Cl:1][C:2]1[CH:24]=[CH:23][C:5]2[N:6]=[C:7]([NH:9][C:10]3[N:14]([CH3:15])[C:13]4[CH:16]=[CH:17][C:18]([C:20](O)=[O:21])=[CH:19][C:12]=4[N:11]=3)[S:8][C:4]=2[CH:3]=1.C(O)(=O)C.[NH2:29][CH2:30][C:31]([N:33]([CH3:35])[CH3:34])=[O:32].CN(C(ON1N=NC2C=CC=CC1=2)=[N+](C)C)C.F[P-](F)(F)(F)(F)F.CCN(C(C)C)C(C)C. (6) Given the product [CH2:1]([S:3][CH2:28][C:11]1[N:12]=[C:13]([C:17]2[S:18][C:19]3[CH:27]=[CH:26][CH:25]=[CH:24][C:20]=3[C:21](=[O:23])[N:22]=2)[CH:14]=[CH:15][CH:16]=1)[CH3:2], predict the reactants needed to synthesize it. The reactants are: [CH2:1]([SH:3])[CH3:2].[H-].[Na+].CS(O[C:11]1[CH:16]=[CH:15][CH:14]=[C:13]([C:17]2[S:18][C:19]3[CH:27]=[CH:26][CH:25]=[CH:24][C:20]=3[C:21](=[O:23])[N:22]=2)[N:12]=1)(=O)=O.[C:28](OCC)(=O)C. (7) Given the product [C@H:12]1([NH:21][C:2]2[CH:3]=[N:4][C:5]([C:8]([F:11])([F:10])[F:9])=[N:6][CH:7]=2)[C:20]2[C:15](=[CH:16][CH:17]=[CH:18][CH:19]=2)[CH2:14][CH2:13]1, predict the reactants needed to synthesize it. The reactants are: F[C:2]1[CH:3]=[N:4][C:5]([C:8]([F:11])([F:10])[F:9])=[N:6][CH:7]=1.[C@H:12]1([NH2:21])[C:20]2[C:15](=[CH:16][CH:17]=[CH:18][CH:19]=2)[CH2:14][CH2:13]1.C1(C(N)C2CCCCC2)CCCCC1. (8) Given the product [NH2:11][C@H:8]1[C@@H:7]([C@@H:22]2[CH2:26][O:25][C:24]([CH3:28])([CH3:27])[O:23]2)[N:6]([CH2:5][C:4]2[CH:29]=[CH:30][C:31]([O:33][CH3:34])=[CH:32][C:3]=2[O:2][CH3:1])[C:9]1=[O:10], predict the reactants needed to synthesize it. The reactants are: [CH3:1][O:2][C:3]1[CH:32]=[C:31]([O:33][CH3:34])[CH:30]=[CH:29][C:4]=1[CH2:5][N:6]1[C:9](=[O:10])[C@@H:8]([N:11]2C(=O)C3C(=CC=CC=3)C2=O)[C@H:7]1[C@@H:22]1[CH2:26][O:25][C:24]([CH3:28])([CH3:27])[O:23]1.O.NN.